From a dataset of Reaction yield outcomes from USPTO patents with 853,638 reactions. Predict the reaction yield, written as a fraction of the theoretical maximum amount of product (1.0 means a 100% yield; for example, 0.34 means a 34% yield). (1) The reactants are [C:1]([C:3]1[CH:4]=[C:5]([N:9]2[CH2:16][CH2:15][CH2:14][C@H:10]2[C:11]([OH:13])=[O:12])[CH:6]=[CH:7][CH:8]=1)#[N:2].C(O)C.C(=O)([O-])[O-].[NH4+:24].[NH4+].[ClH:26].O1CCOCC1. No catalyst specified. The product is [ClH:26].[NH2:2][C:1](=[NH:24])[C:3]1[CH:4]=[C:5]([N:9]2[CH2:16][CH2:15][CH2:14][C@H:10]2[C:11]([OH:13])=[O:12])[CH:6]=[CH:7][CH:8]=1. The yield is 0.340. (2) The reactants are [CH3:1][O:2][CH2:3][CH2:4][O:5][C:6]1[CH:7]=[C:8]2[C:13](=[CH:14][C:15]=1[O:16][CH2:17][CH2:18][O:19][CH3:20])[N:12]=[CH:11][N:10]=[C:9]2[O:21][C:22]1[CH:23]=[C:24]([NH:28][C:29]([NH:31][C:32]2[CH:36]=[C:35]([C:37]([CH3:40])([CH3:39])[CH3:38])[O:34][N:33]=2)=[O:30])[CH:25]=[CH:26][CH:27]=1.[ClH:41].CCOCC. The catalyst is C(Cl)Cl.CO. The product is [ClH:41].[CH3:1][O:2][CH2:3][CH2:4][O:5][C:6]1[CH:7]=[C:8]2[C:13](=[CH:14][C:15]=1[O:16][CH2:17][CH2:18][O:19][CH3:20])[N:12]=[CH:11][N:10]=[C:9]2[O:21][C:22]1[CH:23]=[C:24]([NH:28][C:29]([NH:31][C:32]2[CH:36]=[C:35]([C:37]([CH3:40])([CH3:39])[CH3:38])[O:34][N:33]=2)=[O:30])[CH:25]=[CH:26][CH:27]=1. The yield is 0.850. (3) The reactants are [F:1][C:2]1[C:3]([C:22]2([OH:28])[CH2:27][CH2:26][NH:25][CH2:24][CH2:23]2)=[N:4][N:5]([C:14]2[CH:19]=[CH:18][C:17]([O:20][CH3:21])=[CH:16][CH:15]=2)[C:6]=1[C:7]1[CH:12]=[CH:11][C:10]([CH3:13])=[CH:9][CH:8]=1.ClC(Cl)(O[C:33](=[O:39])OC(Cl)(Cl)Cl)Cl.C(N(CC)CC)C.Cl.[CH3:49][NH:50][OH:51]. The catalyst is O1CCCC1. The product is [F:1][C:2]1[C:3]([C:22]2([OH:28])[CH2:23][CH2:24][N:25]([C:33](=[O:39])[N:50]([OH:51])[CH3:49])[CH2:26][CH2:27]2)=[N:4][N:5]([C:14]2[CH:15]=[CH:16][C:17]([O:20][CH3:21])=[CH:18][CH:19]=2)[C:6]=1[C:7]1[CH:12]=[CH:11][C:10]([CH3:13])=[CH:9][CH:8]=1. The yield is 0.680. (4) The reactants are [CH3:1][O:2][C:3]1[CH:4]=[CH:5][CH:6]=[C:7]([OH:11])[C:8]=1[CH:9]=[O:10].[CH2:12](Br)[C:13]1[CH:18]=[CH:17][CH:16]=[CH:15][CH:14]=1.C(=O)([O-])[O-].[K+].[K+].Cl. The catalyst is CN(C)C=O. The product is [CH2:12]([O:11][C:7]1[CH:6]=[CH:5][CH:4]=[C:3]([O:2][CH3:1])[C:8]=1[CH:9]=[O:10])[C:13]1[CH:18]=[CH:17][CH:16]=[CH:15][CH:14]=1. The yield is 0.880.